The task is: Predict the reactants needed to synthesize the given product.. This data is from Retrosynthesis with 50K atom-mapped reactions and 10 reaction types from USPTO. (1) Given the product COc1cc(C)cc(OC)c1C1=NC(NC(=O)C(Cc2ccccc2)NC(=O)OC(C)(C)C)C(=O)N(C)c2ccccc21, predict the reactants needed to synthesize it. The reactants are: CC(C)(C)OC(=O)N[C@H](Cc1ccccc1)C(=O)O.COc1cc(C)cc(OC)c1C1=NC(N)C(=O)N(C)c2ccccc21. (2) The reactants are: CC(=O)CCC(=O)c1cc(C)ccc1OCc1ccc(F)cc1.COC(=O)c1cc(N)cc(N2CCCC2=O)c1. Given the product COC(=O)c1cc(N2CCCC2=O)cc(-n2c(C)ccc2-c2cc(C)ccc2OCc2ccc(F)cc2)c1, predict the reactants needed to synthesize it. (3) Given the product Cc1cc(CC(C=O)NC(=O)OC(C)(C)C)cc2cn(COCC[Si](C)(C)C)nc12, predict the reactants needed to synthesize it. The reactants are: Cc1cc(CC(CO)NC(=O)OC(C)(C)C)cc2cn(COCC[Si](C)(C)C)nc12. (4) Given the product O=c1ccc2ncc(C(F)(F)F)cc2n1CCN1CCC(NCc2cc3c(cn2)OCCO3)CC1, predict the reactants needed to synthesize it. The reactants are: CC(C)(C)OC(=O)N(Cc1cc2c(cn1)OCCO2)C1CCN(CCn2c(=O)ccc3ncc(C(F)(F)F)cc32)CC1. (5) Given the product CC(C)(C)OC(=O)N1CCc2c(cc(Cc3ccccc3F)c(=O)n2CC2CCC2)C1, predict the reactants needed to synthesize it. The reactants are: CC(C)(C)OC(=O)N1CCc2c(cc(B(O)O)c(=O)n2CC2CCC2)C1.Fc1ccccc1CBr. (6) Given the product CN(CCO)C(=O)c1ccc(C(=C2CCN(Cc3cscn3)CC2)c2cccc3cccnc23)cc1, predict the reactants needed to synthesize it. The reactants are: CN(CCO)C(=O)c1ccc(C(=C2CCNCC2)c2cccc3cccnc23)cc1.O=Cc1cscn1. (7) Given the product CCCCCCCCCCCCCCCCCCOc1cc(OCCCOc2ccc(S(C)=O)cc2)cc(C(=O)O)c1, predict the reactants needed to synthesize it. The reactants are: CCCCCCCCCCCCCCCCCCOc1cc(OCCCOc2ccc(S(C)=O)cc2)cc(C(=O)OC)c1. (8) The reactants are: COc1ccc(OC)c(CN)c1.O=c1[nH]nc(Cl)c2cc(Br)ccc12. Given the product COc1ccc(OC)c(CNc2ccc3c(=O)[nH]nc(Cl)c3c2)c1, predict the reactants needed to synthesize it.